Predict the reactants needed to synthesize the given product. From a dataset of Full USPTO retrosynthesis dataset with 1.9M reactions from patents (1976-2016). (1) Given the product [CH3:1][O:2][C:3]([C:5]1[C:10]([CH3:11])=[N:9][CH:8]=[CH:7][N+:6]=1[O-:13])=[O:4], predict the reactants needed to synthesize it. The reactants are: [CH3:1][O:2][C:3]([C:5]1[C:10]([CH3:11])=[N+:9]([O-])[CH:8]=[CH:7][N+:6]=1[O-:13])=[O:4].COC(C1C(C)=[N+]([O-])C=CN=1)=O. (2) Given the product [C:11]([C:10]1[C:28]([C:31]2[CH:36]=[CH:35][CH:34]=[CH:33][CH:32]=2)=[C:27]([C:37]2[CH:38]=[CH:39][CH:40]=[CH:41][CH:42]=2)[C:26]([C:43]2[CH:44]=[CH:45][CH:46]=[CH:47][CH:48]=2)=[C:25]([C:19]2[CH:24]=[CH:23][CH:22]=[CH:21][CH:20]=2)[C:9]=1[C:1](=[O:8])[C:2]1[CH:7]=[CH:6][CH:5]=[CH:4][CH:3]=1)(=[O:18])[C:12]1[CH:17]=[CH:16][CH:15]=[CH:14][CH:13]=1, predict the reactants needed to synthesize it. The reactants are: [C:1]([C:9]#[C:10][C:11](=[O:18])[C:12]1[CH:17]=[CH:16][CH:15]=[CH:14][CH:13]=1)(=[O:8])[C:2]1[CH:7]=[CH:6][CH:5]=[CH:4][CH:3]=1.[C:19]1([C:25]2C(=O)[C:28]([C:31]3[CH:36]=[CH:35][CH:34]=[CH:33][CH:32]=3)=[C:27]([C:37]3[CH:42]=[CH:41][CH:40]=[CH:39][CH:38]=3)[C:26]=2[C:43]2[CH:48]=[CH:47][CH:46]=[CH:45][CH:44]=2)[CH:24]=[CH:23][CH:22]=[CH:21][CH:20]=1.C(C1C=CC=CC=1)(=O)C1C=CC=CC=1. (3) The reactants are: [CH2:1]([OH:7])/[CH:2]=[CH:3]/[CH:4]=[CH:5]/[CH3:6].[C:8]1(=[O:14])[O:13][C:11](=[O:12])[CH2:10][CH2:9]1.C(N(CC)C(C)C)(C)C. Given the product [CH2:1]([O:7][C:8](=[O:14])[CH2:9][CH2:10][C:11]([OH:13])=[O:12])/[CH:2]=[CH:3]/[CH:4]=[CH:5]/[CH3:6], predict the reactants needed to synthesize it. (4) Given the product [CH3:1][C:2]([CH3:21])([CH3:20])[CH2:3][N:4]([CH2:17][CH2:18][O:19][C:26]1[CH:25]=[CH:24][C:23]([F:22])=[CH:28][N:27]=1)[C:5]1[CH:12]=[CH:11][C:8]([C:9]#[N:10])=[C:7]([C:13]([F:14])([F:15])[F:16])[CH:6]=1, predict the reactants needed to synthesize it. The reactants are: [CH3:1][C:2]([CH3:21])([CH3:20])[CH2:3][N:4]([CH2:17][CH2:18][OH:19])[C:5]1[CH:12]=[CH:11][C:8]([C:9]#[N:10])=[C:7]([C:13]([F:16])([F:15])[F:14])[CH:6]=1.[F:22][C:23]1[CH:24]=[CH:25][C:26](=O)[NH:27][CH:28]=1. (5) Given the product [CH3:1][C:2]([CH3:22])([CH3:21])[CH2:3][CH2:4][C@@H:5]1[CH2:10][C@@H:9]([C:11]2[O:15][NH:14][C:13](=[O:16])[CH:12]=2)[CH2:8][CH2:7][N:6]1[C:17]([O:19][CH3:20])=[O:18], predict the reactants needed to synthesize it. The reactants are: [CH3:1][C:2]([CH3:22])([CH3:21])[CH2:3][CH2:4][C@H:5]1[CH2:10][C@H:9]([C:11]2[O:15][NH:14][C:13](=[O:16])[CH:12]=2)[CH2:8][CH2:7][N:6]1[C:17]([O:19][CH3:20])=[O:18].CCCCCCC.CC(O)C. (6) Given the product [CH3:38][CH:39]([N:4]1[CH2:5][CH2:6][N:1]([C:7]2[CH:8]=[CH:9][C:10]([NH:13][C:14]([C:16]3[C:17]([C:22]4[CH:27]=[CH:26][C:25]([C:28]([F:29])([F:31])[F:30])=[CH:24][CH:23]=4)=[CH:18][CH:19]=[CH:20][CH:21]=3)=[O:15])=[CH:11][CH:12]=2)[CH2:2][CH2:3]1)[C:40]1[CH:45]=[CH:44][CH:43]=[CH:42][CH:41]=1, predict the reactants needed to synthesize it. The reactants are: [N:1]1([C:7]2[CH:12]=[CH:11][C:10]([NH:13][C:14]([C:16]3[C:17]([C:22]4[CH:27]=[CH:26][C:25]([C:28]([F:31])([F:30])[F:29])=[CH:24][CH:23]=4)=[CH:18][CH:19]=[CH:20][CH:21]=3)=[O:15])=[CH:9][CH:8]=2)[CH2:6][CH2:5][NH:4][CH2:3][CH2:2]1.C(=O)([O-])[O-].[K+].[K+].[CH3:38][CH:39](Br)[C:40]1[CH:45]=[CH:44][CH:43]=[CH:42][CH:41]=1. (7) Given the product [C:44]([O:43][C:41]([N:38]1[CH2:39][CH2:40][N:35]([C:32]2[N:33]=[CH:34][C:29]([C:2]3[CH:3]=[CH:4][N:5]4[C:10]([C:11]=3[CH3:12])=[C:9]([CH:13]3[CH2:15][CH2:14]3)[CH:8]=[C:7]([C:16]([O:18][CH3:19])=[O:17])[C:6]4=[O:20])=[CH:30][CH:31]=2)[CH2:36][CH2:37]1)=[O:42])([CH3:47])([CH3:45])[CH3:46], predict the reactants needed to synthesize it. The reactants are: Cl[C:2]1[CH:3]=[CH:4][N:5]2[C:10]([C:11]=1[CH3:12])=[C:9]([CH:13]1[CH2:15][CH2:14]1)[CH:8]=[C:7]([C:16]([O:18][CH3:19])=[O:17])[C:6]2=[O:20].CC1(C)C(C)(C)OB([C:29]2[CH:30]=[CH:31][C:32]([N:35]3[CH2:40][CH2:39][N:38]([C:41]([O:43][C:44]([CH3:47])([CH3:46])[CH3:45])=[O:42])[CH2:37][CH2:36]3)=[N:33][CH:34]=2)O1. (8) The reactants are: [CH3:1][O:2][C:3]1[CH:8]=[CH:7][NH:6][C:5](=[O:9])[C:4]=1[C:10]#[N:11].Cl[C:13]1[CH:18]=[CH:17][N:16]=[CH:15][C:14]=1[N+:19]([O-:21])=[O:20].C(=O)([O-])[O-].[Cs+].[Cs+].C(=O)([O-])O.[Na+]. Given the product [CH3:1][O:2][C:3]1[CH:8]=[CH:7][N:6]([C:13]2[CH:18]=[CH:17][N:16]=[CH:15][C:14]=2[N+:19]([O-:21])=[O:20])[C:5](=[O:9])[C:4]=1[C:10]#[N:11], predict the reactants needed to synthesize it. (9) Given the product [C:1]([O:4][C:5]1[CH:10]=[CH:9][C:8]([CH2:11][Br:13])=[C:7]([Cl:12])[CH:6]=1)(=[O:3])[CH3:2], predict the reactants needed to synthesize it. The reactants are: [C:1]([O:4][C:5]1[CH:10]=[CH:9][C:8]([CH3:11])=[C:7]([Cl:12])[CH:6]=1)(=[O:3])[CH3:2].[Br:13]N1C(=O)CCC1=O.